Dataset: Forward reaction prediction with 1.9M reactions from USPTO patents (1976-2016). Task: Predict the product of the given reaction. (1) Given the reactants [C:1]1([CH:7]2[S:12][CH2:11][CH2:10][CH2:9][S:8]2)[CH:6]=[CH:5][CH:4]=[CH:3][CH:2]=1.C([N-]C(C)C)(C)C.[Li+].C1C[O:24][CH2:23][CH2:22]1.CCCCCCC.C(C1C=CC=CC=1)C.[O:41]=[C:42]1[CH2:47][CH2:46][CH2:45][CH:44]([NH:48][C:49](=[O:55])[O:50][C:51]([CH3:54])([CH3:53])[CH3:52])[CH2:43]1.C(OC(=O)C)(=O)C, predict the reaction product. The product is: [C:23]([O:41][C:42]1([C:7]2([C:1]3[CH:2]=[CH:3][CH:4]=[CH:5][CH:6]=3)[S:8][CH2:9][CH2:10][CH2:11][S:12]2)[CH2:47][CH2:46][CH2:45][CH:44]([NH:48][C:49]([O:50][C:51]([CH3:52])([CH3:54])[CH3:53])=[O:55])[CH2:43]1)(=[O:24])[CH3:22]. (2) Given the reactants C(Cl)CCl.Cl.[O:6]=[C:7]1[NH:13][C:12]2[N:14]=[CH:15][C:16]([CH:18]=[CH:19][C:20]([OH:22])=O)=[CH:17][C:11]=2[CH2:10][O:9][CH2:8]1.C1C=CC2N(O)N=NC=2C=1.[CH3:33][NH:34][CH2:35][C:36]1[O:37][C:38]2[CH:45]=[CH:44][CH:43]=[CH:42][C:39]=2[C:40]=1[CH3:41].C(N(C(C)C)C(C)C)C, predict the reaction product. The product is: [CH3:33][N:34]([CH2:35][C:36]1[O:37][C:38]2[CH:45]=[CH:44][CH:43]=[CH:42][C:39]=2[C:40]=1[CH3:41])[C:20](=[O:22])[CH:19]=[CH:18][C:16]1[CH:15]=[N:14][C:12]2[NH:13][C:7](=[O:6])[CH2:8][O:9][CH2:10][C:11]=2[CH:17]=1. (3) Given the reactants Cl.[F:2][C:3]1[CH:4]=[N:5][C:6]([C@@H:9]([NH2:11])[CH3:10])=[N:7][CH:8]=1.[Br:12][C:13]1[C:14]([NH:20][C:21]2[CH:25]=[C:24]([O:26][CH3:27])[NH:23][N:22]=2)=[N:15][C:16](Cl)=[N:17][CH:18]=1.CCN(C(C)C)C(C)C, predict the reaction product. The product is: [Br:12][C:13]1[C:14]([NH:20][C:21]2[CH:25]=[C:24]([O:26][CH3:27])[NH:23][N:22]=2)=[N:15][C:16]([NH:11][C@H:9]([C:6]2[N:7]=[CH:8][C:3]([F:2])=[CH:4][N:5]=2)[CH3:10])=[N:17][CH:18]=1.